Dataset: Catalyst prediction with 721,799 reactions and 888 catalyst types from USPTO. Task: Predict which catalyst facilitates the given reaction. Reactant: [CH3:1][N:2]1[C:11]2[C:6](=[CH:7][CH:8]=[CH:9][CH:10]=2)[CH:5]=[C:4]([CH:12]=O)[C:3]1=[O:14].C([O-])(=O)C.[Na+].[Cl-].[C:21]1([CH:27]([CH:30]2[CH2:35][CH2:34][O:33][CH2:32][CH2:31]2)[CH2:28][NH3+:29])[CH:26]=[CH:25][CH:24]=[CH:23][CH:22]=1.C(O)(=O)C.C(O[BH-](OC(=O)C)OC(=O)C)(=O)C.[Na+]. Product: [CH3:1][N:2]1[C:11]2[C:6](=[CH:7][CH:8]=[CH:9][CH:10]=2)[CH:5]=[C:4]([CH2:12][NH:29][CH2:28][CH:27]([C:21]2[CH:26]=[CH:25][CH:24]=[CH:23][CH:22]=2)[CH:30]2[CH2:31][CH2:32][O:33][CH2:34][CH2:35]2)[C:3]1=[O:14]. The catalyst class is: 26.